Dataset: Catalyst prediction with 721,799 reactions and 888 catalyst types from USPTO. Task: Predict which catalyst facilitates the given reaction. (1) Reactant: B(Br)(Br)Br.[CH2:5]([N:12]1[CH2:17][CH2:16][CH:15]([CH2:18][C:19]2[N:23]=[C:22]([CH:24]=[CH:25][C:26]3[CH:31]=[CH:30][C:29]([O:32]C)=[C:28]([O:34]C)[CH:27]=3)[O:21][N:20]=2)[CH2:14][CH2:13]1)[C:6]1[CH:11]=[CH:10][CH:9]=[CH:8][CH:7]=1. Product: [CH2:5]([N:12]1[CH2:17][CH2:16][CH:15]([CH2:18][C:19]2[N:23]=[C:22]([CH:24]=[CH:25][C:26]3[CH:27]=[C:28]([OH:34])[C:29]([OH:32])=[CH:30][CH:31]=3)[O:21][N:20]=2)[CH2:14][CH2:13]1)[C:6]1[CH:11]=[CH:10][CH:9]=[CH:8][CH:7]=1. The catalyst class is: 4. (2) Reactant: [O:1]1[C:5]2[CH:6]=[CH:7][C:8]([C:10](Cl)=[O:11])=[CH:9][C:4]=2[O:3][CH2:2]1.OC(C(F)(F)F)=O.[NH2:20][CH:21]1[CH2:26][CH2:25][CH:24]([N:27]2[CH2:30][CH:29]([NH:31][C:32]([CH2:34][NH:35][C:36](=[O:47])[C:37]3[CH:42]=[CH:41][CH:40]=[C:39]([C:43]([F:46])([F:45])[F:44])[CH:38]=3)=[O:33])[CH2:28]2)[CH2:23][CH2:22]1. Product: [F:46][C:43]([F:44])([F:45])[C:39]1[CH:38]=[C:37]([CH:42]=[CH:41][CH:40]=1)[C:36]([NH:35][CH2:34][C:32]([NH:31][CH:29]1[CH2:28][N:27]([CH:24]2[CH2:23][CH2:22][CH:21]([NH:20][C:10]([C:8]3[CH:7]=[CH:6][C:5]4[O:1][CH2:2][O:3][C:4]=4[CH:9]=3)=[O:11])[CH2:26][CH2:25]2)[CH2:30]1)=[O:33])=[O:47]. The catalyst class is: 2. (3) Reactant: [CH3:1][C:2]1[N:7]=[C:6]2[S:8][C:9]3[CH2:14][CH2:13][CH2:12][CH2:11][C:10]=3[C:5]2=[C:4]([C:15]2[CH:20]=[CH:19][C:18]([CH3:21])=[CH:17][CH:16]=2)[C:3]=1[CH2:22][C:23]([O:25][CH3:26])=[O:24].[Li+].C[Si]([N-][Si](C)(C)C)(C)C.C1COCC1.I[CH2:43][C:44]([CH3:47])([CH3:46])[CH3:45]. Product: [CH3:1][C:2]1[N:7]=[C:6]2[S:8][C:9]3[CH2:14][CH2:13][CH2:12][CH2:11][C:10]=3[C:5]2=[C:4]([C:15]2[CH:16]=[CH:17][C:18]([CH3:21])=[CH:19][CH:20]=2)[C:3]=1[CH:22]([CH2:43][C:44]([CH3:47])([CH3:46])[CH3:45])[C:23]([O:25][CH3:26])=[O:24]. The catalyst class is: 3. (4) Reactant: [Br:1][C:2]1[CH:9]=[CH:8][C:5]([CH2:6]Br)=[CH:4][CH:3]=1.C(N(CC)CC)C.[NH:17]1[CH2:22][CH2:21][CH:20]([C:23]#[N:24])[CH2:19][CH2:18]1. Product: [Br:1][C:2]1[CH:9]=[CH:8][C:5]([CH2:6][N:17]2[CH2:22][CH2:21][CH:20]([C:23]#[N:24])[CH2:19][CH2:18]2)=[CH:4][CH:3]=1. The catalyst class is: 1. (5) The catalyst class is: 9. Reactant: [OH:1][C:2]1[C:11]([CH:12]=[O:13])=[C:10]2[C:5]([C:6](=[O:25])[C:7]([CH3:24])=[C:8]([CH:14]3[CH2:19][CH2:18][N:17]([C:20](=[O:23])[CH2:21][CH3:22])[CH2:16][CH2:15]3)[O:9]2)=[CH:4][CH:3]=1.[CH2:26](Br)[C:27]1[CH:32]=[CH:31][CH:30]=[CH:29][CH:28]=1.C(=O)([O-])[O-].[K+].[K+].O. Product: [CH2:26]([O:1][C:2]1[C:11]([CH:12]=[O:13])=[C:10]2[C:5]([C:6](=[O:25])[C:7]([CH3:24])=[C:8]([CH:14]3[CH2:15][CH2:16][N:17]([C:20](=[O:23])[CH2:21][CH3:22])[CH2:18][CH2:19]3)[O:9]2)=[CH:4][CH:3]=1)[C:27]1[CH:32]=[CH:31][CH:30]=[CH:29][CH:28]=1. (6) Reactant: [F:1][C:2]1[N:7]=[C:6]([CH2:8][N:9]2[C:21]3[CH2:20][CH2:19][CH:18]([NH2:22])[CH2:17][C:16]=3[C:15]3[C:10]2=[CH:11][CH:12]=[C:13]([O:23][C:24]([F:27])([F:26])[F:25])[CH:14]=3)[CH:5]=[CH:4][CH:3]=1.C(N(CC)CC)C.[C:35](Cl)(=[O:39])[CH:36]([CH3:38])[CH3:37].Cl. Product: [F:1][C:2]1[N:7]=[C:6]([CH2:8][N:9]2[C:21]3[CH2:20][CH2:19][CH:18]([NH:22][C:35](=[O:39])[CH:36]([CH3:38])[CH3:37])[CH2:17][C:16]=3[C:15]3[C:10]2=[CH:11][CH:12]=[C:13]([O:23][C:24]([F:27])([F:25])[F:26])[CH:14]=3)[CH:5]=[CH:4][CH:3]=1. The catalyst class is: 2.